This data is from NCI-60 drug combinations with 297,098 pairs across 59 cell lines. The task is: Regression. Given two drug SMILES strings and cell line genomic features, predict the synergy score measuring deviation from expected non-interaction effect. Drug 1: CCN(CC)CCCC(C)NC1=C2C=C(C=CC2=NC3=C1C=CC(=C3)Cl)OC. Drug 2: C1CN(P(=O)(OC1)NCCCl)CCCl. Cell line: SW-620. Synergy scores: CSS=11.8, Synergy_ZIP=1.64, Synergy_Bliss=-1.76, Synergy_Loewe=-1.36, Synergy_HSA=-1.36.